From a dataset of Forward reaction prediction with 1.9M reactions from USPTO patents (1976-2016). Predict the product of the given reaction. (1) Given the reactants [CH3:1][S:2](Cl)(=[O:4])=[O:3].[CH3:6][CH:7]1[CH2:12][NH:11][CH2:10][CH:9]([CH3:13])[NH:8]1.C(N(CC)CC)C, predict the reaction product. The product is: [CH3:6][CH:7]1[NH:8][CH:9]([CH3:13])[CH2:10][N:11]([S:2]([CH3:1])(=[O:4])=[O:3])[CH2:12]1. (2) The product is: [CH2:22]([O:21][C:16]1[CH:17]=[C:18]2[C:13](=[CH:14][CH:15]=1)[CH:12]=[C:11]([CH:10]=[CH:9][C:8]([OH:26])=[O:7])[CH:20]=[CH:19]2)[CH2:23][CH2:24][CH3:25]. Given the reactants BrCCCC.C[O:7][C:8](=[O:26])[CH:9]=[CH:10][C:11]1[CH:20]=[CH:19][C:18]2[C:13](=[CH:14][CH:15]=[C:16]([O:21][CH2:22][CH2:23][CH2:24][CH3:25])[CH:17]=2)[CH:12]=1, predict the reaction product.